This data is from Full USPTO retrosynthesis dataset with 1.9M reactions from patents (1976-2016). The task is: Predict the reactants needed to synthesize the given product. (1) The reactants are: [Cl:1][C:2]1[CH:7]=[CH:6][C:5]([C:8](=[O:10])[CH3:9])=[C:4]([OH:11])[CH:3]=1.CO.[F:14][CH2:15][C:16](=O)[CH3:17].N1CCCC1. Given the product [Cl:1][C:2]1[CH:3]=[C:4]2[C:5]([C:8](=[O:10])[CH2:9][C:16]([CH2:15][F:14])([CH3:17])[O:11]2)=[CH:6][CH:7]=1, predict the reactants needed to synthesize it. (2) Given the product [CH3:22][C:21]1[CH:20]=[CH:19][C:14]([C:15]([O:17][CH3:18])=[O:16])=[CH:13][C:12]=1[C:8]1[CH:7]=[C:6]2[C:11](=[CH:10][CH:9]=1)[C:2]([C:31](=[CH2:36])[C:32]([F:35])([F:34])[F:33])=[N:3][N:4]=[CH:5]2, predict the reactants needed to synthesize it. The reactants are: Cl[C:2]1[C:11]2[C:6](=[CH:7][C:8]([C:12]3[CH:13]=[C:14]([CH:19]=[CH:20][C:21]=3[CH3:22])[C:15]([O:17][CH3:18])=[O:16])=[CH:9][CH:10]=2)[CH:5]=[N:4][N:3]=1.CC1(C)CC(C)OB([C:31](=[CH2:36])[C:32]([F:35])([F:34])[F:33])O1.C(O)C.C(=O)([O-])[O-].[K+].[K+].